From a dataset of Catalyst prediction with 721,799 reactions and 888 catalyst types from USPTO. Predict which catalyst facilitates the given reaction. (1) Reactant: C(OC(=O)[NH:7][C:8]1[C:17]2[C:12](=[CH:13][CH:14]=[CH:15][CH:16]=2)[C:11]([O:18][CH2:19][C:20]#[N:21])=[CH:10][CH:9]=1)(C)(C)C.FC(F)(F)C(O)=O.C(OCC)(=O)C. Product: [NH2:7][C:8]1[C:17]2[C:12](=[CH:13][CH:14]=[CH:15][CH:16]=2)[C:11]([O:18][CH2:19][C:20]#[N:21])=[CH:10][CH:9]=1. The catalyst class is: 4. (2) The catalyst class is: 119. Reactant: [O:1]=[C:2]1[CH2:6][CH2:5][CH:4]([C:7]([OH:9])=[O:8])[CH2:3]1.[C:10](O)([CH3:13])([CH3:12])[CH3:11].C(OCC)C. Product: [C:10]([O:8][C:7]([CH:4]1[CH2:5][CH2:6][C:2](=[O:1])[CH2:3]1)=[O:9])([CH3:13])([CH3:12])[CH3:11].